Task: Predict the reaction yield, written as a fraction of the theoretical maximum amount of product (1.0 means a 100% yield; for example, 0.34 means a 34% yield).. Dataset: Reaction yield outcomes from USPTO patents with 853,638 reactions (1) The reactants are Cl.Cl.[NH:3]1[C:11]2[C:6](=[CH:7][C:8]([C:12]3[C:20]4[C:19]([NH2:21])=[N:18][CH:17]=[N:16][C:15]=4[N:14]([CH3:22])[CH:13]=3)=[CH:9][CH:10]=2)[CH2:5][CH2:4]1.[F:23][C:24]([F:36])([F:35])[C:25]1[N:30]=[C:29]([CH2:31][C:32](O)=[O:33])[CH:28]=[CH:27][CH:26]=1.CN(C(ON1N=NC2C=CC=NC1=2)=[N+](C)C)C.F[P-](F)(F)(F)(F)F.CCN(C(C)C)C(C)C. The catalyst is CN(C)C=O.O. The product is [CH3:22][N:14]1[C:15]2[N:16]=[CH:17][N:18]=[C:19]([NH2:21])[C:20]=2[C:12]([C:8]2[CH:7]=[C:6]3[C:11](=[CH:10][CH:9]=2)[N:3]([C:32](=[O:33])[CH2:31][C:29]2[CH:28]=[CH:27][CH:26]=[C:25]([C:24]([F:23])([F:36])[F:35])[N:30]=2)[CH2:4][CH2:5]3)=[CH:13]1. The yield is 0.399. (2) The reactants are [C:1]([O:4][CH2:5][C@@H:6]1[C@@H:13]2[C@@H:9]([O:10][C:11]([CH3:15])([CH3:14])[O:12]2)[C@H:8]([N:16]2[CH:24]=[N:23][C:22]3[C:17]2=[N:18][CH:19]=[N:20][C:21]=3Cl)[CH2:7]1)(=[O:3])[CH3:2].[Na+].[I-:27].FC(F)(F)C(O)=O. The catalyst is CC(=O)CC. The product is [C:1]([O:4][CH2:5][C@@H:6]1[C@@H:13]2[C@@H:9]([O:10][C:11]([CH3:15])([CH3:14])[O:12]2)[C@H:8]([N:16]2[CH:24]=[N:23][C:22]3[C:17]2=[N:18][CH:19]=[N:20][C:21]=3[I:27])[CH2:7]1)(=[O:3])[CH3:2]. The yield is 0.670. (3) The reactants are [N:1]1[CH:6]=[CH:5][CH:4]=[CH:3][C:2]=1[S:7][S:8][CH2:9][CH2:10][CH:11]([S:15]([OH:18])(=[O:17])=[O:16])[C:12]([OH:14])=[O:13].O[N:20]1[C:24](=[O:25])[CH2:23][CH2:22][C:21]1=[O:26].C(N=C=NCCCN(C)C)C. The catalyst is CC(N(C)C)=O. The product is [O:26]=[C:21]1[CH2:22][CH2:23][C:24](=[O:25])[N:20]1[O:13][C:12](=[O:14])[CH:11]([S:15]([OH:18])(=[O:16])=[O:17])[CH2:10][CH2:9][S:8][S:7][C:2]1[CH:3]=[CH:4][CH:5]=[CH:6][N:1]=1. The yield is 0.704.